Dataset: Forward reaction prediction with 1.9M reactions from USPTO patents (1976-2016). Task: Predict the product of the given reaction. (1) Given the reactants [C:1]([C:4]1[S:5][C:6](Cl)=[CH:7][CH:8]=1)(=O)C.[Cl:10][C:11]1[S:15][C:14]([C:16]([CH2:18][C:19]#[N:20])=[O:17])=[CH:13][CH:12]=1.[CH2:21]([N:28]1CCC(=O)CC1)[C:22]1[CH:27]=[CH:26][CH:25]=[CH:24][CH:23]=1.N1CCOCC1.[S], predict the reaction product. The product is: [NH2:20][C:19]1[S:5][C:4]2[CH2:1][N:28]([CH2:21][C:22]3[CH:27]=[CH:26][CH:25]=[CH:24][CH:23]=3)[CH2:6][CH2:7][C:8]=2[C:18]=1[C:16]([C:14]1[S:15][C:11]([Cl:10])=[CH:12][CH:13]=1)=[O:17]. (2) Given the reactants C(OC(=O)[NH:7][CH2:8][CH:9]1[CH2:14][CH2:13][N:12]([S:15]([CH2:18][CH2:19][C:20]2[CH:25]=[CH:24][C:23]([F:26])=[CH:22][CH:21]=2)(=[O:17])=[O:16])[CH2:11][CH2:10]1)(C)(C)C.Cl, predict the reaction product. The product is: [F:26][C:23]1[CH:24]=[CH:25][C:20]([CH2:19][CH2:18][S:15]([N:12]2[CH2:11][CH2:10][CH:9]([CH2:8][NH2:7])[CH2:14][CH2:13]2)(=[O:16])=[O:17])=[CH:21][CH:22]=1. (3) Given the reactants C(O[C:6](=[O:40])[NH:7][C@H:8]([C:16](=[O:39])[NH:17][C@@H:18]([CH2:30][O:31][CH2:32]C1C=CC=CC=1)[CH2:19][N:20]1[C:28]2[C:23](=[CH:24][C:25]([F:29])=[CH:26][CH:27]=2)[CH2:22][CH2:21]1)[CH2:9][CH:10]1[CH2:15][CH2:14][CH2:13][CH2:12][CH2:11]1)(C)(C)C.F[C:42](F)(F)[C:43](O)=O.C(O)(=O)[C:49]1[CH:54]=[CH:53][CH:52]=[C:51]([O:55][CH3:56])[CH:50]=1.CN(C(ON1N=N[C:69]2[CH:70]=[CH:71]C=N[C:68]1=2)=[N+](C)C)C.F[P-](F)(F)(F)(F)F.C(N(C(C)C)CC)(C)C, predict the reaction product. The product is: [CH2:32]([O:31][CH2:30][C@H:18]([NH:17][C:16]([C@@H:8]([NH:7][C:6](=[O:40])[C:53]1[CH:54]=[CH:49][CH:50]=[C:51]([O:55][CH3:56])[CH:52]=1)[CH2:9][CH:10]1[CH2:11][CH2:12][CH2:13][CH2:14][CH2:15]1)=[O:39])[CH2:19][N:20]1[C:28]2[C:23](=[CH:24][C:25]([F:29])=[CH:26][CH:27]=2)[CH2:22][CH2:21]1)[C:43]1[CH:42]=[CH:71][CH:70]=[CH:69][CH:68]=1. (4) The product is: [C:55]([C@@H:39]([NH:38][C:35]([C@@H:30]1[CH2:29][N:28]([C:26]([O:25][C:21]([CH3:22])([CH3:23])[CH3:24])=[O:27])[CH2:34][CH2:33][CH2:32][O:31]1)=[O:37])[CH2:40][C:41]1[CH:46]=[CH:45][C:44]([C:47]2[CH:52]=[CH:51][C:50]([C:53]#[N:54])=[CH:49][CH:48]=2)=[CH:43][CH:42]=1)#[N:56]. Given the reactants [N+]1([O-])C(O)=CC=CC=1.Cl.C(N=C=NCCCN(C)C)C.[C:21]([O:25][C:26]([N:28]1[CH2:34][CH2:33][CH2:32][O:31][C@H:30]([C:35]([OH:37])=O)[CH2:29]1)=[O:27])([CH3:24])([CH3:23])[CH3:22].[NH2:38][C@H:39]([C:55]#[N:56])[CH2:40][C:41]1[CH:46]=[CH:45][C:44]([C:47]2[CH:52]=[CH:51][C:50]([C:53]#[N:54])=[CH:49][CH:48]=2)=[CH:43][CH:42]=1, predict the reaction product. (5) Given the reactants C[OH:2].Cl.Cl.Cl.[CH2:6]([NH:13][C:14]([NH:16][C:17]([NH:19][CH2:20][CH2:21][CH2:22][CH2:23][CH2:24][CH2:25][CH3:26])=[NH:18])=[NH:15])[CH2:7][CH2:8][CH2:9][CH2:10][CH2:11][CH3:12].[CH3:27][C:28]([CH3:30])=[O:29], predict the reaction product. The product is: [C:28]([OH:2])(=[O:29])[CH3:30].[CH2:20]([NH:19][C:17]1[NH:16][C:14]([NH:13][CH2:6][CH2:7][CH2:8][CH2:9][CH2:10][CH2:11][CH3:12])=[N:15][C:28]([CH3:30])([CH3:27])[N:18]=1)[CH2:21][CH2:22][CH2:23][CH2:24][CH2:25][CH3:26]. (6) Given the reactants [CH3:1][C:2]1[N:3]=[C:4]2[S:22][CH:21]=[CH:20][N:5]2[C:6](=[O:19])[C:7]=1[C:8]1[CH:13]=[CH:12][C:11]([O:14][C:15]([F:18])([F:17])[F:16])=[CH:10][CH:9]=1.[CH2:23]([O:28][C:29]1[C:36]([O:37][CH3:38])=[CH:35][CH:34]=[CH:33][C:30]=1[CH:31]=O)[CH2:24][CH:25]([CH3:27])[CH3:26].[O-]CC.[Na+], predict the reaction product. The product is: [CH2:23]([O:28][C:29]1[C:36]([O:37][CH3:38])=[CH:35][CH:34]=[CH:33][C:30]=1/[CH:31]=[CH:1]/[C:2]1[N:3]=[C:4]2[S:22][CH:21]=[CH:20][N:5]2[C:6](=[O:19])[C:7]=1[C:8]1[CH:13]=[CH:12][C:11]([O:14][C:15]([F:17])([F:18])[F:16])=[CH:10][CH:9]=1)[CH2:24][CH:25]([CH3:27])[CH3:26]. (7) The product is: [CH3:45][S:46]([OH:49])(=[O:48])=[O:47].[NH2:8][CH2:9][C:10]([O:12][C@H:13]1[CH2:18][CH2:17][CH2:16][CH2:15][C@@H:14]1[NH:19][C:20]1[CH:25]=[C:24]([N:26]2[C:34]3[CH2:33][C:32]([CH3:35])([CH3:36])[CH2:31][C:30](=[O:37])[C:29]=3[C:28]([C:38]([F:39])([F:41])[F:40])=[N:27]2)[CH:23]=[CH:22][C:21]=1[C:42](=[O:44])[NH2:43])=[O:11]. Given the reactants C(OC([NH:8][CH2:9][C:10]([O:12][C@H:13]1[CH2:18][CH2:17][CH2:16][CH2:15][C@@H:14]1[NH:19][C:20]1[CH:25]=[C:24]([N:26]2[C:34]3[CH2:33][C:32]([CH3:36])([CH3:35])[CH2:31][C:30](=[O:37])[C:29]=3[C:28]([C:38]([F:41])([F:40])[F:39])=[N:27]2)[CH:23]=[CH:22][C:21]=1[C:42](=[O:44])[NH2:43])=[O:11])=O)(C)(C)C.[CH3:45][S:46]([OH:49])(=[O:48])=[O:47], predict the reaction product.